Dataset: Full USPTO retrosynthesis dataset with 1.9M reactions from patents (1976-2016). Task: Predict the reactants needed to synthesize the given product. Given the product [NH2:20][C:21]1[S:22][CH:23]=[C:24]([C:26]2[CH:34]=[CH:33][CH:32]=[CH:31][C:27]=2[C:28]([N:3]2[CH2:4][C@H:5]3[C@H:1]([CH2:6]3)[C@H:2]2[CH2:7][NH:8][C:9]([C:11]2[N:18]3[C:14]([S:15][CH:16]=[CH:17]3)=[N:13][C:12]=2[CH3:19])=[O:10])=[O:29])[N:25]=1, predict the reactants needed to synthesize it. The reactants are: [C@H:1]12[CH2:6][C@H:5]1[CH2:4][NH:3][C@@H:2]2[CH2:7][NH:8][C:9]([C:11]1[N:18]2[C:14]([S:15][CH:16]=[CH:17]2)=[N:13][C:12]=1[CH3:19])=[O:10].[NH2:20][C:21]1[S:22][CH:23]=[C:24]([C:26]2[CH:34]=[CH:33][CH:32]=[CH:31][C:27]=2[C:28](O)=[O:29])[N:25]=1.